From a dataset of Forward reaction prediction with 1.9M reactions from USPTO patents (1976-2016). Predict the product of the given reaction. (1) Given the reactants [CH3:1][C:2]1[CH:7]=[CH:6][CH:5]=[C:4]([C:8]2[N:9]([C:18]3[CH:23]=[CH:22][C:21]([S:24]([CH3:27])(=[O:26])=[O:25])=[CH:20][CH:19]=3)[CH2:10][C:11](O)([C:13]([F:16])([F:15])[F:14])[N:12]=2)[N:3]=1.O.C1(C)C=CC(S(O)(=O)=O)=CC=1, predict the reaction product. The product is: [CH3:1][C:2]1[CH:7]=[CH:6][CH:5]=[C:4]([C:8]2[N:9]([C:18]3[CH:23]=[CH:22][C:21]([S:24]([CH3:27])(=[O:26])=[O:25])=[CH:20][CH:19]=3)[CH:10]=[C:11]([C:13]([F:15])([F:16])[F:14])[N:12]=2)[N:3]=1. (2) Given the reactants [F:1][C:2]([F:13])([F:12])[C:3]1[N:8]=[CH:7][C:6]([CH2:9][C:10]#[N:11])=[CH:5][N:4]=1.Br[CH2:15][CH2:16][O:17][CH3:18].CC([O-])(C)C.[K+], predict the reaction product. The product is: [CH3:18][O:17][CH2:16][CH2:15][CH:9]([C:6]1[CH:7]=[N:8][C:3]([C:2]([F:1])([F:12])[F:13])=[N:4][CH:5]=1)[C:10]#[N:11]. (3) Given the reactants [I:1][C:2]1[CH:7]=[CH:6][N:5]=[C:4]2[NH:8][N:9]=[C:10]([C:11]([F:14])([F:13])[F:12])[C:3]=12.C(=O)([O-])[O-:16].[Cs+].[Cs+].[Cl:21][C:22]1[CH:23]=[C:24]([CH:27]=[CH:28][C:29]=1F)[C:25]#[N:26].C(OCC)(=O)C, predict the reaction product. The product is: [Cl:21][C:22]1[CH:23]=[C:24]([CH:27]=[CH:28][C:29]=1[N:8]1[C:4]2=[N:5][CH:6]=[CH:7][C:2]([I:1])=[C:3]2[C:10]([C:11]([F:14])([F:12])[F:13])=[N:9]1)[C:25]([NH2:26])=[O:16]. (4) Given the reactants Br[C:2]1[CH:7]=[C:6]([F:8])[C:5]([NH2:9])=[C:4]([F:10])[CH:3]=1.[CH3:11][N:12](C=O)C, predict the reaction product. The product is: [NH2:9][C:5]1[C:6]([F:8])=[CH:7][C:2]([C:11]#[N:12])=[CH:3][C:4]=1[F:10]. (5) Given the reactants [CH3:1][O:2][C:3]1[C:12]([NH:13][C:14](=[O:18])OCC)=[N:11][C:10]2[C:5](=[CH:6][C:7]([O:21][CH3:22])=[C:8]([O:19][CH3:20])[CH:9]=2)[N:4]=1.[Cl:23][C:24]1[CH:25]=[C:26]([N:30]2[CH2:35][CH2:34][NH:33][CH2:32][CH2:31]2)[CH:27]=[CH:28][CH:29]=1, predict the reaction product. The product is: [CH3:1][O:2][C:3]1[C:12]([NH:13][C:14]([N:33]2[CH2:32][CH2:31][N:30]([C:26]3[CH:27]=[CH:28][CH:29]=[C:24]([Cl:23])[CH:25]=3)[CH2:35][CH2:34]2)=[O:18])=[N:11][C:10]2[C:5](=[CH:6][C:7]([O:21][CH3:22])=[C:8]([O:19][CH3:20])[CH:9]=2)[N:4]=1. (6) Given the reactants F[C:2]1[CH:7]=[CH:6][C:5]([NH:8][C:9]2[C:14]([C:15]([F:18])([F:17])[F:16])=[CH:13][N:12]=[C:11]([NH:19][C:20]3[CH:34]=[CH:33][C:23]([CH2:24][P:25](=[O:32])([O:29][CH2:30][CH3:31])[O:26][CH2:27][CH3:28])=[CH:22][C:21]=3OC)[N:10]=2)=[C:4]([C:37](=[O:40])[NH:38][CH3:39])[CH:3]=1.Cl[C:42]1C(C(F)(F)F)=CN=C(NC2C=CC(CP(=O)(OCC)OCC)=CC=2)N=1.NC1C=CC=CC=1C(NCC)=O, predict the reaction product. The product is: [CH2:39]([NH:38][C:37]([C:4]1[CH:3]=[CH:2][CH:7]=[CH:6][C:5]=1[NH:8][C:9]1[C:14]([C:15]([F:18])([F:16])[F:17])=[CH:13][N:12]=[C:11]([NH:19][C:20]2[CH:21]=[CH:22][C:23]([CH2:24][P:25](=[O:32])([O:29][CH2:30][CH3:31])[O:26][CH2:27][CH3:28])=[CH:33][CH:34]=2)[N:10]=1)=[O:40])[CH3:42].